This data is from Reaction yield outcomes from USPTO patents with 853,638 reactions. The task is: Predict the reaction yield, written as a fraction of the theoretical maximum amount of product (1.0 means a 100% yield; for example, 0.34 means a 34% yield). (1) The reactants are [NH:1]1[CH2:4][CH:3]([CH2:5][N:6]([C@@H:13]2[CH2:15][C@H:14]2[C:16]2[CH:21]=[CH:20][CH:19]=[CH:18][CH:17]=2)[C:7](=[O:12])[C:8]([F:11])([F:10])[F:9])[CH2:2]1.C([O-])([O-])=O.[K+].[K+].Br[CH2:29][C:30]1[CH:39]=[CH:38][C:33]([C:34]([O:36][CH3:37])=[O:35])=[CH:32][CH:31]=1. The catalyst is C(#N)C.O. The product is [C:16]1([C@@H:14]2[CH2:15][C@H:13]2[N:6]([CH2:5][CH:3]2[CH2:2][N:1]([CH2:29][C:30]3[CH:39]=[CH:38][C:33]([C:34]([O:36][CH3:37])=[O:35])=[CH:32][CH:31]=3)[CH2:4]2)[C:7](=[O:12])[C:8]([F:11])([F:10])[F:9])[CH:21]=[CH:20][CH:19]=[CH:18][CH:17]=1. The yield is 0.320. (2) The reactants are C([O:3][C:4](=O)/[CH:5]=[CH:6]/[C:7]1[C:8]([NH:23][C:24]2[C:29]([F:30])=[CH:28][CH:27]=[CH:26][C:25]=2[F:31])=[N:9][C:10]([S:21][CH3:22])=[N:11][C:12]=1[C:13]1[CH:18]=[CH:17][C:16]([F:19])=[CH:15][C:14]=1[CH3:20])C. The catalyst is C1(C)C=CC=CC=1. The product is [F:30][C:29]1[CH:28]=[CH:27][CH:26]=[C:25]([F:31])[C:24]=1[N:23]1[C:8]2[N:9]=[C:10]([S:21][CH3:22])[N:11]=[C:12]([C:13]3[CH:18]=[CH:17][C:16]([F:19])=[CH:15][C:14]=3[CH3:20])[C:7]=2[CH:6]=[CH:5][C:4]1=[O:3]. The yield is 0.960.